This data is from Catalyst prediction with 721,799 reactions and 888 catalyst types from USPTO. The task is: Predict which catalyst facilitates the given reaction. (1) Reactant: [NH2:1][C:2]1[CH:7]=[C:6]([OH:8])[CH:5]=[CH:4][C:3]=1[S:9][C:10]1[CH:15]=[CH:14][C:13]([NH:16][C:17](=[O:19])[CH3:18])=[CH:12][CH:11]=1.[CH2:20](Br)[C:21]1[CH:26]=[CH:25][CH:24]=[CH:23][CH:22]=1.C(=O)([O-])[O-].[K+].[K+]. Product: [NH2:1][C:2]1[CH:7]=[C:6]([O:8][CH2:20][C:21]2[CH:26]=[CH:25][CH:24]=[CH:23][CH:22]=2)[CH:5]=[CH:4][C:3]=1[S:9][C:10]1[CH:15]=[CH:14][C:13]([NH:16][C:17](=[O:19])[CH3:18])=[CH:12][CH:11]=1. The catalyst class is: 3. (2) Reactant: [OH:1][CH2:2][CH2:3][N:4]([CH2:17][C:18]([F:21])([F:20])[F:19])[C:5]1[CH:12]=[CH:11][C:8]([C:9]#[N:10])=[C:7]([C:13]([F:16])([F:15])[F:14])[CH:6]=1.O[C:23]1[N:28]=[CH:27][C:26]([NH:29][C:30](=[O:32])[CH3:31])=[CH:25][CH:24]=1. Product: [C:9]([C:8]1[CH:11]=[CH:12][C:5]([N:4]([CH2:17][C:18]([F:19])([F:20])[F:21])[CH2:3][CH2:2][O:1][C:23]2[N:28]=[CH:27][C:26]([NH:29][C:30](=[O:32])[CH3:31])=[CH:25][CH:24]=2)=[CH:6][C:7]=1[C:13]([F:15])([F:16])[F:14])#[N:10]. The catalyst class is: 57.